Dataset: Reaction yield outcomes from USPTO patents with 853,638 reactions. Task: Predict the reaction yield, written as a fraction of the theoretical maximum amount of product (1.0 means a 100% yield; for example, 0.34 means a 34% yield). The reactants are [OH-].[Na+].CC1(C)C(C)(C)OB([C:11]2[CH:19]=[CH:18][CH:17]=[C:16]3[C:12]=2[CH:13]=[CH:14][NH:15]3)O1.Cl.Br[C:23]1[CH:28]=[CH:27][N:26]=[CH:25][CH:24]=1. The catalyst is [Pd].C1COCC1. The product is [N:26]1[CH:27]=[CH:28][C:23]([C:11]2[CH:19]=[CH:18][CH:17]=[C:16]3[C:12]=2[CH:13]=[CH:14][NH:15]3)=[CH:24][CH:25]=1. The yield is 0.910.